From a dataset of Full USPTO retrosynthesis dataset with 1.9M reactions from patents (1976-2016). Predict the reactants needed to synthesize the given product. Given the product [C:30]([O:29][C:27]([N:23]1[CH2:24][CH2:25][CH2:26][C@@H:21]([NH:20][C:19]2[C:12]3[C:13](=[N:14][CH:15]=[CH:16][C:11]=3[O:10][C:9]3[CH:43]=[CH:44][C:6]([C:4]([OH:5])=[O:3])=[CH:7][CH:8]=3)[N:17]([CH2:34][C:35]3[CH:36]=[CH:37][C:38]([O:41][CH3:42])=[CH:39][CH:40]=3)[N:18]=2)[CH2:22]1)=[O:28])([CH3:33])([CH3:32])[CH3:31], predict the reactants needed to synthesize it. The reactants are: C([O:3][C:4]([C:6]1[CH:44]=[CH:43][C:9]([O:10][C:11]2[CH:16]=[CH:15][N:14]=[C:13]3[N:17]([CH2:34][C:35]4[CH:40]=[CH:39][C:38]([O:41][CH3:42])=[CH:37][CH:36]=4)[N:18]=[C:19]([NH:20][C@@H:21]4[CH2:26][CH2:25][CH2:24][N:23]([C:27]([O:29][C:30]([CH3:33])([CH3:32])[CH3:31])=[O:28])[CH2:22]4)[C:12]=23)=[CH:8][CH:7]=1)=[O:5])C.[Li+].[OH-].Cl.